Predict the reaction yield, written as a fraction of the theoretical maximum amount of product (1.0 means a 100% yield; for example, 0.34 means a 34% yield). From a dataset of Reaction yield outcomes from USPTO patents with 853,638 reactions. (1) The reactants are C([O:9][CH:10]1[CH2:18][CH:13]2[O:14][C:15](=[O:17])[CH2:16][CH:12]2[CH:11]1[CH2:19][CH2:20][CH:21]([F:31])[CH2:22][O:23][C:24]1[CH:29]=[CH:28][CH:27]=[C:26]([Cl:30])[CH:25]=1)(=O)C1C=CC=CC=1.C([O-])([O-])=O.[K+].[K+].[NH4+].[Cl-]. The catalyst is CO. The product is [Cl:30][C:26]1[CH:25]=[C:24]([CH:29]=[CH:28][CH:27]=1)[O:23][CH2:22][CH:21]([F:31])[CH2:20][CH2:19][CH:11]1[CH:12]2[CH:13]([O:14][C:15](=[O:17])[CH2:16]2)[CH2:18][CH:10]1[OH:9]. The yield is 0.670. (2) The reactants are [CH3:1][C:2]1[CH:3]=[C:4]([OH:9])[C:5](=[CH:7][CH:8]=1)[OH:6].[OH-].[Na+].[C:12](OCC)(=O)C. No catalyst specified. The product is [CH2:12]1[O:6][C:5]2[CH:7]=[CH:8][C:2]([CH3:1])=[CH:3][C:4]=2[O:9]1. The yield is 0.719. (3) The reactants are [CH3:1][C:2]1[CH:3]=[CH:4][C:5]([N+:16]([O-])=O)=[C:6]([CH2:8][CH2:9][N:10]2[CH2:15][CH2:14][O:13][CH2:12][CH2:11]2)[CH:7]=1. The catalyst is CO.[Pd]. The product is [CH3:1][C:2]1[CH:3]=[CH:4][C:5]([NH2:16])=[C:6]([CH2:8][CH2:9][N:10]2[CH2:15][CH2:14][O:13][CH2:12][CH2:11]2)[CH:7]=1. The yield is 0.830. (4) The reactants are Br[C:2]1[CH:11]=[C:10]2[C:5]([CH2:6][CH:7]([CH3:26])[N:8]([C:12]3[CH:17]=[C:16]([N:18]4[CH2:23][CH2:22][N:21]([CH3:24])[CH2:20][CH2:19]4)[N:15]=[C:14]([NH2:25])[N:13]=3)[CH2:9]2)=[CH:4][CH:3]=1.CC1(C)C(C)(C)OB([C:35]2[CH2:36][CH2:37][N:38]([C:41]([O:43][C:44]([CH3:47])([CH3:46])[CH3:45])=[O:42])[CH2:39][CH:40]=2)O1.ClCCl.C(=O)([O-])[O-].[K+].[K+]. The catalyst is O1CCOCC1.O. The product is [NH2:25][C:14]1[N:13]=[C:12]([N:8]2[CH:7]([CH3:26])[CH2:6][C:5]3[C:10](=[CH:11][C:2]([C:35]4[CH2:40][CH2:39][N:38]([C:41]([O:43][C:44]([CH3:47])([CH3:46])[CH3:45])=[O:42])[CH2:37][CH:36]=4)=[CH:3][CH:4]=3)[CH2:9]2)[CH:17]=[C:16]([N:18]2[CH2:23][CH2:22][N:21]([CH3:24])[CH2:20][CH2:19]2)[N:15]=1. The yield is 0.597. (5) The reactants are C(Cl)(=O)C(Cl)=O.ClC1C=C(C=CN=1)C(O)=O.[F:17][C:18]1[CH:23]=[CH:22][C:21]([S:24][C:25]2[CH:26]=[C:27]3C4(CCNCC4)C[N:31](C(OCC4C=CC=CC=4)=O)[C:28]3=[CH:29][CH:30]=2)=[CH:20][CH:19]=1.C(N(CC)C(C)C)(C)C. The catalyst is ClCCl.CN(C)C=O. The product is [F:17][C:18]1[CH:23]=[CH:22][C:21]([S:24][C:25]2[CH:26]=[CH:27][C:28]([NH2:31])=[CH:29][CH:30]=2)=[CH:20][CH:19]=1. The yield is 0.830. (6) The reactants are [Cl:1][C:2]1[CH:38]=[CH:37][C:5]([O:6][CH2:7][C:8]([N:10]2[CH2:15][CH2:14][N:13]([C:16]3[C:17]4[CH:29]=[C:28]([C:30]5[CH:35]=[CH:34][C:33]([F:36])=[CH:32][CH:31]=5)[S:27][C:18]=4[N:19]=[C:20]([C:22]([O:24]CC)=[O:23])[N:21]=3)[CH2:12][CH2:11]2)=[O:9])=[CH:4][CH:3]=1.Cl. The catalyst is CO.O1CCOCC1. The product is [Cl:1][C:2]1[CH:3]=[CH:4][C:5]([O:6][CH2:7][C:8]([N:10]2[CH2:11][CH2:12][N:13]([C:16]3[C:17]4[CH:29]=[C:28]([C:30]5[CH:35]=[CH:34][C:33]([F:36])=[CH:32][CH:31]=5)[S:27][C:18]=4[N:19]=[C:20]([C:22]([OH:24])=[O:23])[N:21]=3)[CH2:14][CH2:15]2)=[O:9])=[CH:37][CH:38]=1. The yield is 0.440. (7) The reactants are [CH2:1]([NH2:8])[C:2]1[CH:7]=[CH:6][CH:5]=[CH:4][CH:3]=1.[C:9]([O:13][C:14]1[CH:19]=[C:18]([C:20]2[C:29]3[C:24](=[C:25]([C:30]4[CH:35]=[CH:34][CH:33]=[CH:32][CH:31]=4)[CH:26]=[CH:27][CH:28]=3)[C:23](Cl)=[N:22][N:21]=2)[CH:17]=[CH:16][N:15]=1)([CH3:12])([CH3:11])[CH3:10]. The catalyst is ClCCl. The product is [CH2:1]([NH:8][C:23]1[C:24]2[C:29](=[CH:28][CH:27]=[CH:26][C:25]=2[C:30]2[CH:31]=[CH:32][CH:33]=[CH:34][CH:35]=2)[C:20]([C:18]2[CH:17]=[CH:16][N:15]=[C:14]([O:13][C:9]([CH3:12])([CH3:11])[CH3:10])[CH:19]=2)=[N:21][N:22]=1)[C:2]1[CH:7]=[CH:6][CH:5]=[CH:4][CH:3]=1. The yield is 0.508.